Dataset: Forward reaction prediction with 1.9M reactions from USPTO patents (1976-2016). Task: Predict the product of the given reaction. (1) Given the reactants C(S[C:5]1[CH:11]=[C:10]([O:12][C:13]2[CH:18]=[CH:17][C:16]([S:19]([CH3:22])(=[O:21])=[O:20])=[CH:15][CH:14]=2)[C:8]([NH2:9])=[C:7]([CH3:23])[CH:6]=1)(C)C.CO.OO[S:28]([O-:30])=[O:29].[K+].S([O-])([O-])=O.[Na+].[Na+].O1C[CH2:41][CH2:40][CH2:39]1, predict the reaction product. The product is: [CH:40]([S:28]([C:5]1[CH:11]=[C:10]([O:12][C:13]2[CH:18]=[CH:17][C:16]([S:19]([CH3:22])(=[O:21])=[O:20])=[CH:15][CH:14]=2)[C:8]([NH2:9])=[C:7]([CH3:23])[CH:6]=1)(=[O:30])=[O:29])([CH3:41])[CH3:39]. (2) Given the reactants FC1C=CC([N+]([O-])=O)=CC=1OC.[NH:13]1[CH2:18]COC[CH2:14]1.[CH3:19][O:20][C:21]1[CH:26]=[C:25]([N+]([O-])=O)[CH:24]=[CH:23][C:22]=1[N:30]1CCOCC1.COC1C=C(N)C=[CH:42][C:43]=1[N:44]1[CH2:49][CH2:48][O:47][CH2:46][CH2:45]1.Cl[C:52]1[N:57]=[C:56]([NH:58][C:59]2[CH:64]=[CH:63][C:62]([N:65]3[CH2:70][CH2:69][O:68][CH2:67][CH2:66]3)=[C:61]([O:71][CH3:72])[CH:60]=2)[C:55]([Cl:73])=[CH:54][N:53]=1, predict the reaction product. The product is: [Cl:73][C:55]1[C:56]([NH:58][C:59]2[CH:64]=[CH:63][C:62]([N:65]3[CH2:70][CH2:69][O:68][CH2:67][CH2:66]3)=[C:61]([O:71][CH3:72])[CH:60]=2)=[N:57][C:52]([NH:30][C:22]2[C:21]([O:20][CH3:19])=[CH:26][C:25]3[CH2:48][CH2:49][N:44]([CH2:45][C:46]([N:13]([CH3:18])[CH3:14])=[O:47])[CH2:43][CH2:42][C:24]=3[CH:23]=2)=[N:53][CH:54]=1. (3) Given the reactants [CH2:1]([Si:3](Cl)([CH2:6][CH3:7])[CH2:4][CH3:5])[CH3:2].[Br:9][CH2:10][C@@H:11]([C:13]1[CH:24]=[CH:23][C:16]2[O:17][C:18]([CH3:22])([CH3:21])[O:19][CH2:20][C:15]=2[CH:14]=1)[OH:12].N1C=CN=C1, predict the reaction product. The product is: [Br:9][CH2:10][C@H:11]([O:12][Si:3]([CH2:6][CH3:7])([CH2:4][CH3:5])[CH2:1][CH3:2])[C:13]1[CH:24]=[CH:23][C:16]2[O:17][C:18]([CH3:22])([CH3:21])[O:19][CH2:20][C:15]=2[CH:14]=1. (4) Given the reactants [C:1]([NH:4][C@@H:5]1[CH2:10][C@H:9]([N:11]([CH3:13])[CH3:12])[CH2:8][CH2:7][C@@H:6]1[N:14]1[CH2:18][CH2:17][C@H:16]([NH:19]C(=O)OCC2C=CC=CC=2)[C:15]1=[O:30])(=[O:3])[CH3:2], predict the reaction product. The product is: [NH2:19][C@H:16]1[CH2:17][CH2:18][N:14]([C@H:6]2[CH2:7][CH2:8][C@@H:9]([N:11]([CH3:13])[CH3:12])[CH2:10][C@H:5]2[NH:4][C:1](=[O:3])[CH3:2])[C:15]1=[O:30]. (5) Given the reactants Br[CH2:2][C:3]1[CH:8]=[CH:7][C:6]([C:9]2[O:10][C:11]3[CH:17]=[CH:16][CH:15]=[CH:14][C:12]=3[N:13]=2)=[CH:5][C:4]=1[O:18][CH3:19].Cl[Si](C)(C)C.BrCCBr.Br[C:30]1[CH:35]=[CH:34][CH:33]=[CH:32][N:31]=1, predict the reaction product. The product is: [CH3:19][O:18][C:4]1[CH:5]=[C:6]([C:9]2[O:10][C:11]3[CH:17]=[CH:16][CH:15]=[CH:14][C:12]=3[N:13]=2)[CH:7]=[CH:8][C:3]=1[CH2:2][C:30]1[CH:35]=[CH:34][CH:33]=[CH:32][N:31]=1. (6) Given the reactants Cl[C:2]1[C:11]2=[N:12][N:13](CC3C=CC(OC)=CC=3)[CH:14]=[C:10]2[C:9]2[CH:8]=[C:7]([O:24][CH3:25])[CH:6]=[CH:5][C:4]=2[N:3]=1.[N:26]1[N:27]([C:31]2[CH:32]=[C:33]([CH:35]=[CH:36][CH:37]=2)[NH2:34])[N:28]=[CH:29][CH:30]=1.Cl, predict the reaction product. The product is: [N:26]1[N:27]([C:31]2[CH:32]=[C:33]([NH:34][C:2]3[C:11]4=[N:12][NH:13][CH:14]=[C:10]4[C:9]4[CH:8]=[C:7]([O:24][CH3:25])[CH:6]=[CH:5][C:4]=4[N:3]=3)[CH:35]=[CH:36][CH:37]=2)[N:28]=[CH:29][CH:30]=1.